From a dataset of Full USPTO retrosynthesis dataset with 1.9M reactions from patents (1976-2016). Predict the reactants needed to synthesize the given product. Given the product [CH2:1]([C@H:4]1[CH2:9][C@H:8]([C:10]2[CH:15]=[CH:14][CH:13]=[C:12]([Cl:16])[CH:11]=2)[C@@H:7]([C:17]2[CH:18]=[CH:19][C:20]([Cl:23])=[CH:21][CH:22]=2)[N:6]([C@@H:24]([CH2:30][CH3:31])[CH2:25][OH:26])[C:5]1=[O:32])[CH:2]=[CH2:3], predict the reactants needed to synthesize it. The reactants are: [CH2:1]([C@H:4]1[CH2:9][C@H:8]([C:10]2[CH:15]=[CH:14][CH:13]=[C:12]([Cl:16])[CH:11]=2)[C@@H:7]([C:17]2[CH:22]=[CH:21][C:20]([Cl:23])=[CH:19][CH:18]=2)[N:6]([C@@H:24]([CH2:30][CH3:31])[C:25](OCC)=[O:26])[C:5]1=[O:32])[CH:2]=[CH2:3].[BH4-].[Li+].